This data is from Reaction yield outcomes from USPTO patents with 853,638 reactions. The task is: Predict the reaction yield, written as a fraction of the theoretical maximum amount of product (1.0 means a 100% yield; for example, 0.34 means a 34% yield). (1) The reactants are C(Cl)Cl.[F:4][CH:5]([F:15])[O:6][C:7]1[CH:14]=[CH:13][C:10]([CH2:11][NH2:12])=[CH:9][CH:8]=1.[N:16]1[CH:21]=[CH:20][CH:19]=[C:18]([S:22](Cl)(=[O:24])=[O:23])[CH:17]=1.C(N(CC)CC)C. The catalyst is C(OCC)(=O)C.CCCCCC. The product is [F:4][CH:5]([F:15])[O:6][C:7]1[CH:8]=[CH:9][C:10]([CH2:11][NH:12][S:22]([C:18]2[CH:17]=[N:16][CH:21]=[CH:20][CH:19]=2)(=[O:24])=[O:23])=[CH:13][CH:14]=1. The yield is 0.910. (2) The reactants are [N:1]1[S:2][N:3]=[C:4]2[CH:9]=[C:8]([C:10](=[O:21])[C:11]#[C:12][C:13]([CH3:20])([O:15][Si](C)(C)C)[CH3:14])[CH:7]=[CH:6][C:5]=12.CC1C=CC(S(O)(=O)=O)=CC=1. The catalyst is C(Cl)Cl.O. The product is [N:1]1[S:2][N:3]=[C:4]2[CH:9]=[C:8]([C:10](=[O:21])[C:11]#[C:12][C:13]([OH:15])([CH3:14])[CH3:20])[CH:7]=[CH:6][C:5]=12. The yield is 1.00. (3) The product is [F:24][C:2]([F:1])([F:23])[C:3]1[CH:22]=[CH:21][CH:20]=[CH:19][C:4]=1[CH:5]([O:14][CH:15]1[CH2:18][N:17]([C:40]([NH:39][C:29]23[CH2:38][CH:33]4[CH2:32][CH:31]([CH2:37][CH:35]([CH2:34]4)[CH2:36]2)[CH2:30]3)=[O:41])[CH2:16]1)[C:6]1[CH:11]=[CH:10][C:9]([O:12][CH3:13])=[CH:8][CH:7]=1. The catalyst is C(Cl)Cl. The yield is 0.920. The reactants are [F:1][C:2]([F:24])([F:23])[C:3]1[CH:22]=[CH:21][CH:20]=[CH:19][C:4]=1[CH:5]([O:14][CH:15]1[CH2:18][NH:17][CH2:16]1)[C:6]1[CH:11]=[CH:10][C:9]([O:12][CH3:13])=[CH:8][CH:7]=1.C(=O)([O-])[O-].[C:29]12([N:39]=[C:40]=[O:41])[CH2:38][CH:33]3[CH2:34][CH:35]([CH2:37][CH:31]([CH2:32]3)[CH2:30]1)[CH2:36]2.